Dataset: Forward reaction prediction with 1.9M reactions from USPTO patents (1976-2016). Task: Predict the product of the given reaction. (1) The product is: [C:28]([C:5]1[C:6]2[C:11](=[CH:10][CH:9]=[C:8]([O:12][C:13]3[C:22]4[C:17](=[CH:18][CH:19]=[CH:20][CH:21]=4)[CH:16]=[CH:15][CH:14]=3)[CH:7]=2)[C:2]([OH:1])=[C:3]([C:24]([O:26][CH3:27])=[O:25])[N:4]=1)#[N:29]. Given the reactants [OH:1][C:2]1[C:11]2[C:6](=[CH:7][C:8]([O:12][C:13]3[C:22]4[C:17](=[CH:18][CH:19]=[CH:20][CH:21]=4)[CH:16]=[CH:15][CH:14]=3)=[CH:9][CH:10]=2)[C:5](I)=[N:4][C:3]=1[C:24]([O:26][CH3:27])=[O:25].[C:28]([Cu])#[N:29].C(Cl)Cl, predict the reaction product. (2) Given the reactants [C:1]1([S:7]([N:10]2[C:14]3=[N:15][CH:16]=[C:17]([N+:33]([O-])=O)[C:18]([NH:19][C@@H:20]4[CH2:25][CH2:24][CH2:23][N:22]([CH2:26][C:27]5[CH:32]=[CH:31][CH:30]=[CH:29][CH:28]=5)[CH2:21]4)=[C:13]3[CH:12]=[CH:11]2)(=[O:9])=[O:8])[CH:6]=[CH:5][CH:4]=[CH:3][CH:2]=1.[Cl-].[NH4+], predict the reaction product. The product is: [C:1]1([S:7]([N:10]2[C:14]3=[N:15][CH:16]=[C:17]([NH2:33])[C:18]([NH:19][C@@H:20]4[CH2:25][CH2:24][CH2:23][N:22]([CH2:26][C:27]5[CH:32]=[CH:31][CH:30]=[CH:29][CH:28]=5)[CH2:21]4)=[C:13]3[CH:12]=[CH:11]2)(=[O:8])=[O:9])[CH:6]=[CH:5][CH:4]=[CH:3][CH:2]=1. (3) Given the reactants [NH2:1][C@H:2]([C:22]1[C:23]([CH3:32])=[C:24]2[C:28](=[CH:29][CH:30]=1)[C:27](=[O:31])[O:26][CH2:25]2)[CH2:3][N:4]1[CH2:21][CH2:20][C:7]2([C:11](=[O:12])[N:10]([C:13]3[CH2:14][O:15][C:16](=[O:19])[C:17]=3[CH3:18])[CH2:9][CH2:8]2)[CH2:6][CH2:5]1.C(N(CC)CC)C.[CH3:40][S:41](Cl)(=[O:43])=[O:42], predict the reaction product. The product is: [CH3:32][C:23]1[C:22]([C@@H:2]([NH:1][S:41]([CH3:40])(=[O:43])=[O:42])[CH2:3][N:4]2[CH2:5][CH2:6][C:7]3([C:11](=[O:12])[N:10]([C:13]4[CH2:14][O:15][C:16](=[O:19])[C:17]=4[CH3:18])[CH2:9][CH2:8]3)[CH2:20][CH2:21]2)=[CH:30][CH:29]=[C:28]2[C:24]=1[CH2:25][O:26][C:27]2=[O:31]. (4) Given the reactants Cl.[Cl:2][C:3]1[CH:24]=[N:23][CH:22]=[C:21]([Cl:25])[C:4]=1[C:5]([NH:7][C:8]1[CH:20]=[CH:19][C:11]([CH2:12][C@@H:13]([C:15]([O:17][CH3:18])=[O:16])[NH2:14])=[CH:10][CH:9]=1)=[O:6].F[P-](F)(F)(F)(F)F.N1(O[P+](N2CCCC2)(N2CCCC2)N2CCCC2)C2C=CC=CC=2N=N1, predict the reaction product. The product is: [Cl:25][C:21]1[CH:22]=[N:23][CH:24]=[C:3]([Cl:2])[C:4]=1[C:5]([NH:7][C:8]1[CH:20]=[CH:19][C:11]([CH2:12][C@@H:13]([C:15]([O:17][CH3:18])=[O:16])[NH2:14])=[CH:10][CH:9]=1)=[O:6]. (5) Given the reactants [CH3:1][N:2]1[CH:6]=[C:5]([C:7]([CH:14]2[CH2:19][CH2:18][O:17][CH2:16][CH2:15]2)=[CH:8][C:9]([O:11][CH2:12][CH3:13])=[O:10])[CH:4]=[N:3]1, predict the reaction product. The product is: [CH3:1][N:2]1[CH:6]=[C:5]([CH:7]([CH:14]2[CH2:15][CH2:16][O:17][CH2:18][CH2:19]2)[CH2:8][C:9]([O:11][CH2:12][CH3:13])=[O:10])[CH:4]=[N:3]1. (6) The product is: [CH3:1][C:2]1[N:3]([C:58]2[CH:63]=[CH:62][CH:61]=[CH:60][CH:59]=2)[C:4]([C:10]2[CH:15]=[CH:14][CH:13]=[CH:12][CH:11]=2)=[CH:5][C:6]=1[C:7]([NH:24][C:39]1[CH:44]=[CH:43][CH:42]=[CH:41][CH:40]=1)=[O:9]. Given the reactants [CH3:1][C:2]1[N:3](C2C=CC=CC=2)[C:4]([C:10]2[CH:15]=[CH:14][CH:13]=[CH:12][CH:11]=2)=[CH:5][C:6]=1[C:7]([OH:9])=O.CC1[N:24]([C:39]2[CH:44]=[CH:43][CH:42]=[CH:41][CH:40]=2)C(C2C=CC=CC=2)=CC=1C(OCC)=O.Cl.C(N=C=NCCCN(C)C)C.N[C:58]1[CH:63]=[CH:62][CH:61]=[CH:60][CH:59]=1, predict the reaction product. (7) Given the reactants [Br:1][C:2]1[CH:3]=[C:4]([CH:8]=[CH:9][CH:10]=1)[C:5](O)=[O:6].C1N=C[N:13](C(N2C=NC=C2)=O)C=1, predict the reaction product. The product is: [Br:1][C:2]1[CH:3]=[C:4]([CH:8]=[CH:9][CH:10]=1)[C:5]([NH2:13])=[O:6]. (8) Given the reactants Br[C:2]1[N:7]=[C:6]([CH2:8][N:9]2[CH2:14][CH2:13][O:12][CH2:11][CH2:10]2)[CH:5]=[CH:4][CH:3]=1.[CH2:15]([N:19]1[CH2:24][CH2:23][CH2:22][CH2:21][CH2:20]1)[CH2:16][C:17]#[CH:18], predict the reaction product. The product is: [N:19]1([CH2:15][CH2:16][C:17]#[C:18][C:2]2[N:7]=[C:6]([CH2:8][N:9]3[CH2:14][CH2:13][O:12][CH2:11][CH2:10]3)[CH:5]=[CH:4][CH:3]=2)[CH2:24][CH2:23][CH2:22][CH2:21][CH2:20]1. (9) Given the reactants Cl.C(OC(=O)[NH:8][C:9]1([C:15](=[O:35])[NH:16][C@H:17]2[CH2:23][CH2:22][C@@H:21]([CH3:24])[N:20]([S:25]([C:28]3[CH:33]=[CH:32][CH:31]=[CH:30][N:29]=3)(=[O:27])=[O:26])[CH2:19][C@@H:18]2[OH:34])[CH2:14][CH2:13][CH2:12][CH2:11][CH2:10]1)(C)(C)C, predict the reaction product. The product is: [OH:34][C@@H:18]1[C@@H:17]([NH:16][C:15]([C:9]2([NH2:8])[CH2:14][CH2:13][CH2:12][CH2:11][CH2:10]2)=[O:35])[CH2:23][CH2:22][C@@H:21]([CH3:24])[N:20]([S:25]([C:28]2[CH:33]=[CH:32][CH:31]=[CH:30][N:29]=2)(=[O:27])=[O:26])[CH2:19]1. (10) Given the reactants C(O)C.Cl.C(O[C:10]([N:12]1[CH2:17][CH2:16][C:15]2[CH:18]=[CH:19][O:20][C:14]=2[CH2:13]1)=O)(C)(C)C.C=O.C(O[BH-](OC(=O)C)OC(=O)C)(=O)C.[Na+].C(=O)(O)[O-].[Na+], predict the reaction product. The product is: [CH3:10][N:12]1[CH2:17][CH2:16][C:15]2[CH:18]=[CH:19][O:20][C:14]=2[CH2:13]1.